Task: Predict which catalyst facilitates the given reaction.. Dataset: Catalyst prediction with 721,799 reactions and 888 catalyst types from USPTO (1) Reactant: [F:1][C:2]1[CH:7]=[C:6]([F:8])[CH:5]=[CH:4][C:3]=1[C@:9]12[CH2:18][O:17][C@@H:16]([CH2:19][OH:20])[CH2:15][C@H:14]1[C@@H:13]([CH3:21])[S:12][C:11]([NH:22][C:23](=[O:30])[C:24]1[CH:29]=[CH:28][CH:27]=[CH:26][CH:25]=1)=[N:10]2.[H-].[Na+].I[CH3:34]. Product: [F:1][C:2]1[CH:7]=[C:6]([F:8])[CH:5]=[CH:4][C:3]=1[C@:9]12[CH2:18][O:17][C@@H:16]([CH2:19][O:20][CH3:34])[CH2:15][C@H:14]1[C@@H:13]([CH3:21])[S:12][C:11]([NH:22][C:23](=[O:30])[C:24]1[CH:25]=[CH:26][CH:27]=[CH:28][CH:29]=1)=[N:10]2. The catalyst class is: 7. (2) Reactant: [Cl:1][C:2]1[CH:7]=[CH:6][N:5]=[C:4]2[CH:8]=[C:9](I)[S:10][C:3]=12.C([Mg]Cl)(C)C.[CH2:17]([Sn:21](Cl)([CH2:26][CH2:27][CH2:28][CH3:29])[CH2:22][CH2:23][CH2:24][CH3:25])[CH2:18][CH2:19][CH3:20]. Product: [Cl:1][C:2]1[CH:7]=[CH:6][N:5]=[C:4]2[CH:8]=[C:9]([Sn:21]([CH2:22][CH2:23][CH2:24][CH3:25])([CH2:26][CH2:27][CH2:28][CH3:29])[CH2:17][CH2:18][CH2:19][CH3:20])[S:10][C:3]=12. The catalyst class is: 1.